Task: Predict the reaction yield, written as a fraction of the theoretical maximum amount of product (1.0 means a 100% yield; for example, 0.34 means a 34% yield).. Dataset: Reaction yield outcomes from USPTO patents with 853,638 reactions (1) The reactants are [Br:1][C:2]1[CH:11]=[CH:10][C:5]([C:6]([O:8][CH3:9])=[O:7])=[CH:4][C:3]=1[CH2:12]Br.[CH3:14][OH:15]. The product is [Br:1][C:2]1[CH:11]=[CH:10][C:5]([C:6]([O:8][CH3:9])=[O:7])=[CH:4][C:3]=1[CH2:12][O:15][CH3:14]. No catalyst specified. The yield is 0.940. (2) The reactants are Br[C:2]1[CH:3]=[N:4][C:5]2[C:10]([CH:11]=1)=[CH:9][CH:8]=[CH:7][CH:6]=2.[CH3:12][O-:13].[Na+]. The catalyst is CN(C=O)C. The product is [CH3:12][O:13][C:2]1[CH:3]=[N:4][C:5]2[C:10]([CH:11]=1)=[CH:9][CH:8]=[CH:7][CH:6]=2. The yield is 0.0600. (3) The product is [CH2:1]([C:3]1[NH:4][C:5]([C:8]2[C:9]([S:33][CH3:32])=[CH:10][C:11]([CH3:30])=[C:12]([CH:13]=2)[C:14]([N:16]2[CH2:21][CH2:20][CH:19]([C:22]3[CH:29]=[CH:28][C:25]([C:26]#[N:27])=[CH:24][CH:23]=3)[CH2:18][CH2:17]2)=[O:15])=[N:6][N:7]=1)[CH3:2]. The reactants are [CH2:1]([C:3]1[NH:4][C:5]([C:8]2[C:9](F)=[CH:10][C:11]([CH3:30])=[C:12]([C:14]([N:16]3[CH2:21][CH2:20][CH:19]([C:22]4[CH:29]=[CH:28][C:25]([C:26]#[N:27])=[CH:24][CH:23]=4)[CH2:18][CH2:17]3)=[O:15])[CH:13]=2)=[N:6][N:7]=1)[CH3:2].[CH3:32][S-:33].[Na+]. The yield is 0.190. The catalyst is CN(C)C=O.